Dataset: Experimentally validated miRNA-target interactions with 360,000+ pairs, plus equal number of negative samples. Task: Binary Classification. Given a miRNA mature sequence and a target amino acid sequence, predict their likelihood of interaction. (1) The miRNA is hsa-miR-605-3p with sequence AGAAGGCACUAUGAGAUUUAGA. The protein sequence of the target gene is MNENKDTDSKKSEEYEDDFEKDLEWLINENEKSDASIIEMACEKEENINQDLKENETVMEHTKRHSDPDKSLQDEVSPRRNDIISVPGIQPLDPISDSDSENSFQESKLESQKDLEEEEDEEVRRYIMEKIVQANKLLQNQEPVNDKRERKLKFKDQLVDLEVPPLEDTTTFKNYFENERNMFGKLSQLCISNDFGQEDVLLSLTNGSCEENKDRTILVERDGKFELLNLQDIASQGFLPPINNANSTENDPQQLLPRSSNSSVSGTKKEDSTAKIHAVTHSSTGEPLAYIAQPPLNRKT.... Result: 0 (no interaction). (2) The miRNA is mmu-miR-34b-3p with sequence AAUCACUAACUCCACUGCCAUC. The protein sequence of the target gene is MPLEQRSQHCKPEEGLEARGEALGLVGAQAPATEEQEAASSSSTLVEVTLGEVPAAESPDPPQSPQGASSLPTTMNYPLWSQSYEDSSNQEEEGPSTFPDLESEFQAALSRKVAELVHFLLLKYRAREPVTKAEMLGSVVGNWQYFFPVIFSKASSSLQLVFGIELMEVDPIGHLYIFATCLGLSYDGLLGDNQIMPKAGLLIIVLAIIAREGDCAPEEKIWEELSVLEVFEGREDSILGDPKKLLTQHFVQENYLEYRQVPGSDPACYEFLWGPRALVETSYVKVLHHMVKISGGPHIS.... Result: 0 (no interaction). (3) The miRNA is hsa-miR-1914-5p with sequence CCCUGUGCCCGGCCCACUUCUG. The protein sequence of the target gene is MGTTEATLRMENVDVRDEWQDEDLPRPLPEDTGVERLGGAVEDSSSPPSTLNLSGAHRKRKTLVAPEINISLDQSEGSLLSDDFLDTPDDLDINVDDIETPDETDSLEFLGNGNELEWEDDTPVATAKNMPGDSADLFGDGSAEDGSAANGRLWRTVIIGEQEHRIDLHMIRPYMKVVTHGGYYGEGLNAIIVFAACFLPDSSSPDYHYIMENLFLYVISSLELLVAEDYMIVYLNGATPRRRMPGIGWLKKCYHMIDRRLRKNLKSLIIVHPSWFIRTVLAISRPFISVKFISKIQYVH.... Result: 0 (no interaction). (4) The miRNA is hsa-miR-3919 with sequence GCAGAGAACAAAGGACUCAGU. The protein sequence of the target gene is MAGRRVNVNVGVLGHIDSGKTALARALSTTASTAAFDKQPQSRERGITLDLGFSCFVVPLPGAEPGSSDTLLQVTLVDCPGHASLIRTIIGGAQIIDLMMLVIDVTKGMQTQSAECLVIGQIACQKLVVVLNKIDLLAEGKRQAAIDKMTKKMQKTLENTKFRGAPIIPVAAKPGGPEAPETEAPQGISELIELLKSQISIPTRDPSGPFLMSVDHCFSIKGQGTVMTGTILSGTISLGDSVEIPALKVVKKVKSMQMFHTPVTSAMQGDRLGICVTQFDPKLLERGLVCAPESLHTVHA.... Result: 0 (no interaction). (5) The protein sequence of the target gene is MARIPTAALGCISLLCLQLPGSLSRSLGGDPRPVKPREPPARSPSSSLQPRHPAPRPVVWKLHRALQAQRGAGLAPVMGQPLRDGGRQHSGPRRHSGPRRTQAQLLRVGCVLGTCQVQNLSHRLWQLMGPAGRQDSAPVDPSSPHSYG. Result: 1 (interaction). The miRNA is hsa-miR-106a-3p with sequence CUGCAAUGUAAGCACUUCUUAC. (6) The miRNA is hsa-miR-4637 with sequence UACUAACUGCAGAUUCAAGUGA. The protein sequence of the target gene is MDSNTAPLGPSCPQPPPAPQPQARSRLNATASLEQERSERPRAPGPQAGPGPGVRDAAAPAEPQAQHTRSRERADGTGPTKGDMEIPFEEVLERAKAGDPKAQTEVGKHYLQLAGDTDEELNSCTAVDWLVLAAKQGRREAVKLLRRCLADRRGITSENEREVRQLSSETDLERAVRKAALVMYWKLNPKKKKQVAVAELLENVGQVNEHDGGAQPGPVPKSLQKQRRMLERLVSSESKNYIALDDFVEITKKYAKGVIPSSLFLQDDEDDDELAGKSPEDLPLRLKVVKYPLHAIMEIK.... Result: 0 (no interaction). (7) The miRNA is hsa-miR-6882-5p with sequence UACAAGUCAGGAGCUGAAGCAG. The protein sequence of the target gene is MSDNTTLPAPASNQGPTTPRKGPPKFKQRQTRQFKSKPPKKGVKGFGDDIPGMEGLGTDITVICPWEAFSHLELHELAQFGII. Result: 0 (no interaction). (8) The miRNA is hsa-miR-618 with sequence AAACUCUACUUGUCCUUCUGAGU. The protein sequence of the target gene is MSSSSPPAGAASAAISASEKVDGFTRKSVRKAQRQKRSQGSSQFRSQGSQAELHPLPQLKDATSNEQQELFCQKLQQCCILFDFMDSVSDLKSKEIKRATLNELVEYVSTNRGVIVESAYSDIVKMISANIFRTLPPSDNPDFDPEEDEPTLEASWPHIQLVYEFFLRFLESPDFQPSIAKRYIDQKFVQQLLELFDSEDPRERDFLKTVLHRIYGKFLGLRAFIRKQINNIFLRFIYETEHFNGVAELLEILGSIINGFALPLKAEHKQFLMKVLIPMHTAKGLALFHAQLAYCVVQFL.... Result: 0 (no interaction). (9) The miRNA is hsa-miR-609 with sequence AGGGUGUUUCUCUCAUCUCU. Result: 1 (interaction). The protein sequence of the target gene is MGNTIRALVAFIPADRCQNYVVRDLREMPLDKMVDLSGSQLRRFPLHVCSFRELVKLYLSDNHLNSLPPELGQLQNLQILALDFNNFKALPQVVCTLKQLCILYLGNNKLCDLPSELSLLQNLRTLWIEANCLTQLPDVVCELSLLKTLHAGSNALRLLPGQLRRLQELRTIWLSGNRLTDFPTVLLHMPFLEVIDVDWNSIRYFPSLAHLSSLKLVIYDHNPCRNAPKVAKGVRRVGRWAEETPEPDPRKARRYALVREESQELQAPVPLLPPTNS.